Dataset: Full USPTO retrosynthesis dataset with 1.9M reactions from patents (1976-2016). Task: Predict the reactants needed to synthesize the given product. (1) The reactants are: Br[C:2]1[CH:9]=[CH:8][C:5]([CH:6]=[O:7])=[C:4]([C:10]([F:13])([F:12])[F:11])[CH:3]=1.[C:14]([C:16]1[CH:21]=[CH:20][CH:19]=[CH:18][C:17]=1OB(O)O)#[N:15].C(=O)([O-])[O-].[Na+].[Na+].C1(C)C=CC=CC=1. Given the product [CH:6]([C:5]1[CH:8]=[CH:9][C:2]([C:17]2[C:16]([C:14]#[N:15])=[CH:21][CH:20]=[CH:19][CH:18]=2)=[CH:3][C:4]=1[C:10]([F:13])([F:12])[F:11])=[O:7], predict the reactants needed to synthesize it. (2) Given the product [Cl:27][C:6]1[C:5]2[C:10](=[CH:11][C:12]([O:13][CH2:14][CH2:15][CH2:16][N:17]3[CH2:22][CH2:21][N:20]([CH3:23])[CH2:19][CH2:18]3)=[C:3]([O:2][CH3:1])[CH:4]=2)[N:9]=[CH:8][N:7]=1, predict the reactants needed to synthesize it. The reactants are: [CH3:1][O:2][C:3]1[CH:4]=[C:5]2[C:10](=[CH:11][C:12]=1[O:13][CH2:14][CH2:15][CH2:16][N:17]1[CH2:22][CH2:21][N:20]([CH3:23])[CH2:19][CH2:18]1)[NH:9][C:8](=O)[NH:7][CH2:6]2.S(Cl)([Cl:27])=O. (3) Given the product [C:28]([CH2:27][N:23]1[CH:24]=[C:20]([CH2:19][NH:18][C:16]([C:14]2([CH3:25])[O:13][N:12]=[C:11]([C:6]3[CH:5]=[C:4]([F:3])[CH:9]=[C:8]([F:10])[CH:7]=3)[CH2:15]2)=[O:17])[CH:21]=[N:22]1)#[N:29], predict the reactants needed to synthesize it. The reactants are: [H-].[Na+].[F:3][C:4]1[CH:5]=[C:6]([C:11]2[CH2:15][C:14]([CH3:25])([C:16]([NH:18][CH2:19][C:20]3[CH:21]=[N:22][NH:23][CH:24]=3)=[O:17])[O:13][N:12]=2)[CH:7]=[C:8]([F:10])[CH:9]=1.Br[CH2:27][C:28]#[N:29].S(=O)(=O)(O)O. (4) Given the product [S:24]1[CH:28]=[CH:27][C:26]([NH:29][C:2]2[N:7]=[CH:6][N:5]=[C:4]([C:8]3[CH:13]=[CH:12][N:11]=[C:10]([C:14]([O:16][CH3:17])=[O:15])[CH:9]=3)[N:3]=2)=[CH:25]1, predict the reactants needed to synthesize it. The reactants are: Cl[C:2]1[N:7]=[CH:6][N:5]=[C:4]([C:8]2[CH:13]=[CH:12][N:11]=[C:10]([C:14]([O:16][CH3:17])=[O:15])[CH:9]=2)[N:3]=1.C(O)(=O)C(O)=O.[S:24]1[CH:28]=[CH:27][C:26]([NH2:29])=[CH:25]1.C(=O)([O-])[O-].[K+].[K+].